From a dataset of Full USPTO retrosynthesis dataset with 1.9M reactions from patents (1976-2016). Predict the reactants needed to synthesize the given product. (1) Given the product [C:13]([O:16][C:17]([NH:1][C:2]1[CH:10]=[CH:9][C:8]([OH:11])=[CH:7][C:3]=1[C:4]([OH:6])=[O:5])=[O:18])([CH3:15])([CH3:14])[CH3:12], predict the reactants needed to synthesize it. The reactants are: [NH2:1][C:2]1[CH:10]=[CH:9][C:8]([OH:11])=[CH:7][C:3]=1[C:4]([OH:6])=[O:5].[CH3:12][C:13]([O:16][C:17](O[C:17]([O:16][C:13]([CH3:15])([CH3:14])[CH3:12])=[O:18])=[O:18])([CH3:15])[CH3:14]. (2) Given the product [C:21]([O:5][CH2:4][CH2:3][CH2:2][N:1]([C:14]([O:16][C:17]([CH3:18])([CH3:19])[CH3:20])=[O:15])[CH3:31])(=[O:28])[C:22]1[CH:27]=[CH:26][CH:25]=[CH:24][CH:23]=1, predict the reactants needed to synthesize it. The reactants are: [NH2:1][CH2:2][CH2:3][CH2:4][OH:5].[C:14](O[C:14]([O:16][C:17]([CH3:20])([CH3:19])[CH3:18])=[O:15])([O:16][C:17]([CH3:20])([CH3:19])[CH3:18])=[O:15].[C:21](Cl)(=[O:28])[C:22]1[CH:27]=[CH:26][CH:25]=[CH:24][CH:23]=1.N1C=CC=C[CH:31]=1. (3) Given the product [C:53]([C:57]1[CH:58]=[C:59]2[C:64](=[C:65]([F:67])[CH:66]=1)[C:63](=[O:68])[N:62]([CH2:69][C:70]1[CH:75]=[CH:74][C:73]([C:38]3[CH:43]=[CH:42][N:41]=[C:40]4[NH:44][C:45]([C:47]5[CH:48]=[N:49][N:50]([CH3:52])[CH:51]=5)=[N:46][C:39]=34)=[CH:72][C:71]=1[F:85])[N:61]=[CH:60]2)([CH3:56])([CH3:54])[CH3:55], predict the reactants needed to synthesize it. The reactants are: CN1C=C(C2NC3=NC=CC(C4C=CC(C5(NC(C6OC(C(C)(C)C)=NN=6)=O)CC5)=CC=4)=C3N=2)C=N1.Br[C:38]1[CH:43]=[CH:42][N:41]=[C:40]2[NH:44][C:45]([C:47]3[CH:48]=[N:49][N:50]([CH3:52])[CH:51]=3)=[N:46][C:39]=12.[C:53]([C:57]1[CH:58]=[C:59]2[C:64](=[C:65]([F:67])[CH:66]=1)[C:63](=[O:68])[N:62]([CH2:69][C:70]1[CH:75]=[CH:74][C:73](B3OC(C)(C)C(C)(C)O3)=[CH:72][C:71]=1[F:85])[N:61]=[CH:60]2)([CH3:56])([CH3:55])[CH3:54].P([O-])([O-])([O-])=O.[K+].[K+].[K+].C([O-])(=O)C.[Na+].C(#N)C. (4) Given the product [CH2:9]([N:8]([CH2:1][C:2]1[CH:7]=[CH:6][CH:5]=[CH:4][CH:3]=1)[CH2:17][CH2:16][CH2:22][S:19]([OH:21])(=[O:20])=[O:18])[C:10]1[CH:15]=[CH:14][CH:13]=[CH:12][CH:11]=1, predict the reactants needed to synthesize it. The reactants are: [CH2:1]([NH:8][CH2:9][C:10]1[CH:15]=[CH:14][CH:13]=[CH:12][CH:11]=1)[C:2]1[CH:7]=[CH:6][CH:5]=[CH:4][CH:3]=1.[CH2:16]1[CH2:22][S:19](=[O:21])(=[O:20])[O:18][CH2:17]1.